This data is from Full USPTO retrosynthesis dataset with 1.9M reactions from patents (1976-2016). The task is: Predict the reactants needed to synthesize the given product. (1) Given the product [OH:1][CH:2]1[CH:6]([O:7][CH2:8][C:9]2[CH:13]=[C:12]([CH3:14])[O:11][N:10]=2)[CH2:5][N:4]([C:15](=[O:22])[C@H:16]([CH2:18][CH:19]([CH3:20])[CH3:21])[NH:17][C:50]([C:41]2[CH:42]=[CH:43][C:44]3[C:49](=[CH:48][CH:47]=[CH:46][CH:45]=3)[N:40]=2)=[O:51])[CH2:3]1, predict the reactants needed to synthesize it. The reactants are: [OH:1][CH:2]1[CH:6]([O:7][CH2:8][C:9]2[CH:13]=[C:12]([CH3:14])[O:11][N:10]=2)[CH2:5][N:4]([C:15](=[O:22])[C@H:16]([CH2:18][CH:19]([CH3:21])[CH3:20])[NH2:17])[CH2:3]1.CN1CCOCC1.ON1C2C=CC=CC=2N=N1.[N:40]1[C:49]2[C:44](=[CH:45][CH:46]=[CH:47][CH:48]=2)[CH:43]=[CH:42][C:41]=1[C:50](O)=[O:51]. (2) Given the product [Cl:21][C:18]1[O:17][C:16]([CH:14]2[C:13]3=[C:22]4[N:34]([CH3:35])[C:33](=[O:36])[N:32]([CH3:37])[C:31](=[O:38])[C:23]4=[C:24]([C:25]4[S:26][CH:27]=[C:28]([CH3:30])[N:29]=4)[N:12]3[CH2:11][CH:10]([CH2:9][N:8]3[CH2:4][CH2:5][O:6][C:7]3=[O:39])[S:15]2)=[CH:20][CH:19]=1, predict the reactants needed to synthesize it. The reactants are: [H-].[Na+].Cl[CH2:4][CH2:5][O:6][C:7](=[O:39])[NH:8][CH2:9][CH:10]1[S:15][CH:14]([C:16]2[O:17][C:18]([Cl:21])=[CH:19][CH:20]=2)[C:13]2=[C:22]3[N:34]([CH3:35])[C:33](=[O:36])[N:32]([CH3:37])[C:31](=[O:38])[C:23]3=[C:24]([C:25]3[S:26][CH:27]=[C:28]([CH3:30])[N:29]=3)[N:12]2[CH2:11]1. (3) Given the product [C:12]([O:11][C:9]([N:26]1[CH2:31][CH2:30][C:29]([F:33])([F:32])[CH:28]([OH:34])[CH2:27]1)=[O:10])([CH3:13])([CH3:14])[CH3:15], predict the reactants needed to synthesize it. The reactants are: [C:9](O[C:9]([O:11][C:12]([CH3:15])([CH3:14])[CH3:13])=[O:10])([O:11][C:12]([CH3:15])([CH3:14])[CH3:13])=[O:10].C(OC([N:26]1[CH2:31][CH2:30][C:29]([F:33])([F:32])[CH:28]([O:34]CC2C=CC=CC=2)[CH2:27]1)=O)C1C=CC=CC=1.CO. (4) Given the product [NH2:1][C:4]1[CH:12]=[C:11]([C:13]2[C:18]([C:19]([F:22])([F:20])[F:21])=[CH:17][CH:16]=[CH:15][N:14]=2)[CH:10]=[CH:9][C:5]=1[C:6]([NH2:8])=[O:7], predict the reactants needed to synthesize it. The reactants are: [N+:1]([C:4]1[CH:12]=[C:11]([C:13]2[C:18]([C:19]([F:22])([F:21])[F:20])=[CH:17][CH:16]=[CH:15][N:14]=2)[CH:10]=[CH:9][C:5]=1[C:6]([NH2:8])=[O:7])([O-])=O. (5) Given the product [N:64]1([CH:69]2[CH2:74][CH2:73][N:72]([C:25]([C:24]3[CH:28]=[CH:29][C:21]([C:18]4[N:17]=[C:16]5[N:12]([CH2:11][C:7]6[CH:6]=[C:5]7[C:10](=[CH:9][CH:8]=6)[N:1]=[CH:2][CH:3]=[CH:4]7)[N:13]=[N:14][C:15]5=[CH:20][CH:19]=4)=[CH:22][CH:23]=3)=[O:27])[CH2:71][CH2:70]2)[CH2:68][CH2:67][CH2:66][CH2:65]1, predict the reactants needed to synthesize it. The reactants are: [N:1]1[C:10]2[C:5](=[CH:6][C:7]([CH2:11][N:12]3[C:16]4=[N:17][C:18]([C:21]5[CH:29]=[CH:28][C:24]([C:25]([OH:27])=O)=[CH:23][CH:22]=5)=[CH:19][CH:20]=[C:15]4[N:14]=[N:13]3)=[CH:8][CH:9]=2)[CH:4]=[CH:3][CH:2]=1.F[P-](F)(F)(F)(F)F.N1(O[P+](N(C)C)(N(C)C)N(C)C)C2C=CC=CC=2N=N1.C(N(CC)CC)C.[N:64]1([CH:69]2[CH2:74][CH2:73][NH:72][CH2:71][CH2:70]2)[CH2:68][CH2:67][CH2:66][CH2:65]1.